The task is: Predict which catalyst facilitates the given reaction.. This data is from Catalyst prediction with 721,799 reactions and 888 catalyst types from USPTO. (1) Reactant: [Cl:1][C:2]1[CH:3]=[C:4]([C:8]2[C:9]([O:17][CH3:18])=[N:10][C:11]([CH3:16])=[C:12]([CH:15]=2)[CH:13]=O)[CH:5]=[CH:6][CH:7]=1.[Cl:19]C1C=C(C2C(OC)=NC(C)=C(C=2)C#N)C=CC=1.[H-].C([Al+]CC(C)C)C(C)C. Product: [Cl:19][CH2:13][C:12]1[C:11]([CH3:16])=[N:10][C:9]([O:17][CH3:18])=[C:8]([C:4]2[CH:5]=[CH:6][CH:7]=[C:2]([Cl:1])[CH:3]=2)[CH:15]=1. The catalyst class is: 2. (2) Reactant: C([O-])([O-])=O.[Na+].[Na+].[C:7]([O:11][C:12]([N:14]1[CH2:19][CH2:18][CH:17]([N:20]([C:24]([C:26]2[CH:27]=[N:28][C:29](Br)=[CH:30][CH:31]=2)=[O:25])[CH:21]2[CH2:23][CH2:22]2)[CH2:16][CH2:15]1)=[O:13])([CH3:10])([CH3:9])[CH3:8].[CH3:33][S:34]([C:37]1[CH:42]=[CH:41][C:40](B(O)O)=[CH:39][CH:38]=1)(=[O:36])=[O:35]. Product: [C:7]([O:11][C:12]([N:14]1[CH2:19][CH2:18][CH:17]([N:20]([CH:21]2[CH2:23][CH2:22]2)[C:24]([C:26]2[CH:27]=[N:28][C:29]([C:40]3[CH:41]=[CH:42][C:37]([S:34]([CH3:33])(=[O:36])=[O:35])=[CH:38][CH:39]=3)=[CH:30][CH:31]=2)=[O:25])[CH2:16][CH2:15]1)=[O:13])([CH3:10])([CH3:9])[CH3:8]. The catalyst class is: 9. (3) Reactant: C([O:5][C:6](=[O:22])[CH2:7][NH:8][C:9](=[O:21])[C:10]1[CH:15]=[CH:14][C:13]([O:16][C:17]([F:20])([F:19])[F:18])=[CH:12][CH:11]=1)(C)(C)C.FC(F)(F)C(O)=O. Product: [F:18][C:17]([F:19])([F:20])[O:16][C:13]1[CH:12]=[CH:11][C:10]([C:9]([NH:8][CH2:7][C:6]([OH:22])=[O:5])=[O:21])=[CH:15][CH:14]=1. The catalyst class is: 4. (4) Reactant: [C:1]([O:5][C:6]([N:8]1[CH2:13][CH2:12][CH2:11][CH:10]([CH2:14]OS(C)(=O)=O)[CH2:9]1)=[O:7])([CH3:4])([CH3:3])[CH3:2].C(=O)([O-])[O-].[K+].[K+].[CH3:26][O:27][C:28]1[CH:33]=[CH:32][CH:31]=[CH:30][C:29]=1[N:34]1[CH2:39][CH2:38][NH:37][CH2:36][CH2:35]1. Product: [C:1]([O:5][C:6]([N:8]1[CH2:13][CH2:12][CH2:11][CH:10]([CH2:14][N:37]2[CH2:36][CH2:35][N:34]([C:29]3[CH:30]=[CH:31][CH:32]=[CH:33][C:28]=3[O:27][CH3:26])[CH2:39][CH2:38]2)[CH2:9]1)=[O:7])([CH3:2])([CH3:3])[CH3:4]. The catalyst class is: 10. (5) Reactant: [C:1](Cl)(=[O:4])[CH2:2][CH3:3].[NH2:6][C:7]1[CH:12]=[CH:11][N:10]=[C:9]([Br:13])[CH:8]=1.C(=O)([O-])[O-].[K+].[K+].O. Product: [Br:13][C:9]1[CH:8]=[C:7]([NH:6][C:1](=[O:4])[CH2:2][CH3:3])[CH:12]=[CH:11][N:10]=1. The catalyst class is: 21.